The task is: Regression/Classification. Given a drug SMILES string, predict its absorption, distribution, metabolism, or excretion properties. Task type varies by dataset: regression for continuous measurements (e.g., permeability, clearance, half-life) or binary classification for categorical outcomes (e.g., BBB penetration, CYP inhibition). For this dataset (solubility_aqsoldb), we predict Y.. This data is from Aqueous solubility values for 9,982 compounds from the AqSolDB database. The molecule is NC(=O)c1cc(N2CC2)c([N+](=O)[O-])cc1[N+](=O)[O-]. The Y is -2.30 log mol/L.